Dataset: Forward reaction prediction with 1.9M reactions from USPTO patents (1976-2016). Task: Predict the product of the given reaction. (1) Given the reactants Br[C:2]1[S:6][C:5]([CH2:7][N:8]([CH3:16])[C:9](=[O:15])[O:10][C:11]([CH3:14])([CH3:13])[CH3:12])=[N:4][C:3]=1[C:17]1[C:18]([F:23])=[N:19][CH:20]=[CH:21][CH:22]=1.[C:24]1([SH:30])[CH:29]=[CH:28][CH:27]=[CH:26][CH:25]=1.C(N(C(C)C)C(C)C)C.C(=O)([O-])O.[Na+], predict the reaction product. The product is: [F:23][C:18]1[C:17]([C:3]2[N:4]=[C:5]([CH2:7][N:8]([CH3:16])[C:9](=[O:15])[O:10][C:11]([CH3:14])([CH3:13])[CH3:12])[S:6][C:2]=2[S:30][C:24]2[CH:29]=[CH:28][CH:27]=[CH:26][CH:25]=2)=[CH:22][CH:21]=[CH:20][N:19]=1. (2) Given the reactants [CH3:1][S:2][C:3]1[N:4]=[C:5]([C:22]2[CH:27]=[CH:26][CH:25]=[CH:24][CH:23]=2)[C:6]2[C:11]([C:12]#[N:13])=[CH:10][N:9](COCC[Si](C)(C)C)[C:7]=2[N:8]=1.C(N)CN.[F-].C([N+](CCCC)(CCCC)CCCC)CCC, predict the reaction product. The product is: [CH3:1][S:2][C:3]1[N:4]=[C:5]([C:22]2[CH:27]=[CH:26][CH:25]=[CH:24][CH:23]=2)[C:6]2[C:11]([C:12]#[N:13])=[CH:10][NH:9][C:7]=2[N:8]=1. (3) Given the reactants [C:1]([O:5][C:6]([NH:8][N:9]=[CH:10][C:11]1[CH:12]=[C:13]2[C:17](=[CH:18][CH:19]=1)[NH:16][CH:15]=[C:14]2[CH2:20][CH2:21][N:22]([CH3:24])[CH3:23])=[O:7])([CH3:4])([CH3:3])[CH3:2], predict the reaction product. The product is: [C:1]([O:5][C:6]([NH:8][NH:9][CH2:10][C:11]1[CH:12]=[C:13]2[C:17](=[CH:18][CH:19]=1)[NH:16][CH:15]=[C:14]2[CH2:20][CH2:21][N:22]([CH3:24])[CH3:23])=[O:7])([CH3:4])([CH3:3])[CH3:2]. (4) Given the reactants [ClH:1].Cl.[NH2:3][C@@H:4]([CH3:12])[CH2:5][CH2:6][NH:7][CH2:8][CH2:9][O:10][CH3:11].[F:13][C:14]1[CH:19]=[C:18]([F:20])[CH:17]=[CH:16][C:15]=1[CH2:21][NH:22][C:23]([C:25]1[C:26](=[O:46])[C:27]([OH:45])=[C:28]2[C:42](=[O:43])[N:32]3[C@@H:33]([CH3:41])[CH2:34][CH2:35][N:36]([CH2:37][CH2:38][O:39][CH3:40])[C@@H:31]3[CH2:30][N:29]2[CH:44]=1)=[O:24].N[C@@H:48]([CH3:56])[CH2:49][CH2:50]NCCOC.[C:57]([OH:60])(=[O:59])[CH3:58], predict the reaction product. The product is: [CH3:12][C@H:4]([NH:3][C:57](=[O:59])[O:60][C:15]([CH3:21])([CH3:16])[CH3:14])[CH2:5][CH2:6][NH:7][CH2:8][CH2:9][O:10][CH3:11].[ClH:1].[ClH:1].[NH2:32][C@@H:33]([CH3:41])[CH2:34][CH2:35][NH:36][CH2:37][CH2:38][O:39][CH3:40].[F:13][C:14]1[CH:19]=[C:18]([F:20])[CH:17]=[CH:16][C:15]=1[CH2:21][NH:22][C:23]([C:25]1[C:26](=[O:46])[C:27]([OH:45])=[C:28]2[C:42](=[O:43])[N:32]3[C@@H:33]([CH3:41])[CH2:34][CH2:35][N:36]([CH2:37][CH2:38][O:39][CH3:40])[C@@H:31]3[CH2:30][N:29]2[CH:44]=1)=[O:24].[F:13][C:14]1[CH:19]=[C:18]([F:20])[CH:17]=[CH:16][C:15]=1[CH2:21][NH:22][C:23]([C:25]1[C:26](=[O:46])[C:27]([O:45][CH2:4][C:48]2[CH:49]=[CH:50][CH:58]=[CH:57][CH:56]=2)=[C:28]2[C:42](=[O:43])[N:32]3[C@@H:33]([CH3:41])[CH2:34][CH2:35][N:36]([CH2:37][CH2:38][O:39][CH3:40])[C@@H:31]3[CH2:30][N:29]2[CH:44]=1)=[O:24]. (5) Given the reactants Br[C:2]1[CH:7]=[CH:6][C:5]([N:8]2[CH2:13][CH2:12][N:11]([S:14]([CH3:17])(=[O:16])=[O:15])[CH2:10][CH2:9]2)=[CH:4][CH:3]=1.[B:18]1([B:18]2[O:22][C:21]([CH3:24])([CH3:23])[C:20]([CH3:26])([CH3:25])[O:19]2)[O:22][C:21]([CH3:24])([CH3:23])[C:20]([CH3:26])([CH3:25])[O:19]1.C([O-])(=O)C.[K+].C(OCC)(=O)C, predict the reaction product. The product is: [CH3:17][S:14]([N:11]1[CH2:12][CH2:13][N:8]([C:5]2[CH:6]=[CH:7][C:2]([B:18]3[O:22][C:21]([CH3:24])([CH3:23])[C:20]([CH3:26])([CH3:25])[O:19]3)=[CH:3][CH:4]=2)[CH2:9][CH2:10]1)(=[O:16])=[O:15]. (6) Given the reactants Br[C:2]1[CH:7]=[CH:6][C:5]([CH:8]2[CH2:12][CH2:11][CH2:10][CH2:9]2)=[C:4]([C:13]([F:16])([F:15])[F:14])[CH:3]=1.[Li]CCCC.CN([CH:25]=[O:26])C, predict the reaction product. The product is: [CH:8]1([C:5]2[CH:6]=[CH:7][C:2]([CH:25]=[O:26])=[CH:3][C:4]=2[C:13]([F:16])([F:15])[F:14])[CH2:12][CH2:11][CH2:10][CH2:9]1.